From a dataset of Experimental lipophilicity measurements (octanol/water distribution) for 4,200 compounds from AstraZeneca. Regression/Classification. Given a drug SMILES string, predict its absorption, distribution, metabolism, or excretion properties. Task type varies by dataset: regression for continuous measurements (e.g., permeability, clearance, half-life) or binary classification for categorical outcomes (e.g., BBB penetration, CYP inhibition). For this dataset (lipophilicity_astrazeneca), we predict Y. (1) The compound is CCCN(CCNCCc1ccc(O)c2[nH]c(=O)sc12)C(=O)CCOCCc1ccccc1. The Y is 2.23 logD. (2) The drug is COc1ccc(Cn2cc3c(=O)n(C)c(=O)n(CC(C)C)c3c2)cc1. The Y is 3.52 logD. (3) The molecule is Cc1ccc(NC(=O)c2cccc(N(C)C)c2)cc1NC(=O)c1ccc(O)cc1. The Y is 2.65 logD. (4) The compound is CCN(C(=O)Cc1ccc(S(C)(=O)=O)cc1)C1CCN(CC[C@@H](c2cc(Cl)cc(Cl)c2)C2CCN(S(C)(=O)=O)CC2)CC1. The Y is 2.60 logD. (5) The compound is Oc1cc(Cl)cc(Cl)c1. The Y is 3.58 logD. (6) The compound is COc1cc2c(Nc3ccc(Cl)cc3F)ncnc2cc1OC[C@@H]1CCCN(C)C1. The Y is 2.90 logD. (7) The drug is COc1cc(-c2nc(N3CCOCC3)cc(C3(S(C)(=O)=O)CC3)n2)c2cc[nH]c2c1. The Y is 2.40 logD. (8) The compound is CC(=O)Nc1cccc(S(=O)(=O)Nc2ccc(-c3ccccc3)n(CC(=O)NC(C(=O)C(F)(F)F)C(C)C)c2=O)c1. The Y is 2.43 logD. (9) The drug is NC(=O)c1cccc(N[C@@H]2C[C@@H]3CC[C@H](C2)N3Cc2ccccc2)c1. The Y is 1.01 logD.